Regression. Given two drug SMILES strings and cell line genomic features, predict the synergy score measuring deviation from expected non-interaction effect. From a dataset of NCI-60 drug combinations with 297,098 pairs across 59 cell lines. (1) Drug 1: CC1=CC2C(CCC3(C2CCC3(C(=O)C)OC(=O)C)C)C4(C1=CC(=O)CC4)C. Drug 2: CC1C(C(CC(O1)OC2CC(CC3=C2C(=C4C(=C3O)C(=O)C5=CC=CC=C5C4=O)O)(C(=O)C)O)N)O. Cell line: BT-549. Synergy scores: CSS=44.8, Synergy_ZIP=0.832, Synergy_Bliss=2.69, Synergy_Loewe=4.37, Synergy_HSA=6.10. (2) Drug 1: C1=NNC2=C1C(=O)NC=N2. Drug 2: CC1C(C(CC(O1)OC2CC(CC3=C2C(=C4C(=C3O)C(=O)C5=CC=CC=C5C4=O)O)(C(=O)C)O)N)O. Cell line: MALME-3M. Synergy scores: CSS=50.1, Synergy_ZIP=0.829, Synergy_Bliss=1.56, Synergy_Loewe=-52.9, Synergy_HSA=0.396. (3) Drug 1: CS(=O)(=O)CCNCC1=CC=C(O1)C2=CC3=C(C=C2)N=CN=C3NC4=CC(=C(C=C4)OCC5=CC(=CC=C5)F)Cl. Drug 2: C1CC(=O)NC(=O)C1N2C(=O)C3=CC=CC=C3C2=O. Cell line: IGROV1. Synergy scores: CSS=-0.425, Synergy_ZIP=9.34, Synergy_Bliss=3.17, Synergy_Loewe=-3.84, Synergy_HSA=-1.04. (4) Drug 1: CC1=CC2C(CCC3(C2CCC3(C(=O)C)OC(=O)C)C)C4(C1=CC(=O)CC4)C. Drug 2: C1=CC(=CC=C1C#N)C(C2=CC=C(C=C2)C#N)N3C=NC=N3. Cell line: A549. Synergy scores: CSS=3.84, Synergy_ZIP=-3.58, Synergy_Bliss=-2.24, Synergy_Loewe=-3.23, Synergy_HSA=-1.70. (5) Drug 1: C1CCN(CC1)CCOC2=CC=C(C=C2)C(=O)C3=C(SC4=C3C=CC(=C4)O)C5=CC=C(C=C5)O. Drug 2: CC12CCC(CC1=CCC3C2CCC4(C3CC=C4C5=CN=CC=C5)C)O. Cell line: SW-620. Synergy scores: CSS=4.66, Synergy_ZIP=4.38, Synergy_Bliss=3.42, Synergy_Loewe=1.64, Synergy_HSA=1.57. (6) Drug 1: COC1=C(C=C2C(=C1)N=CN=C2NC3=CC(=C(C=C3)F)Cl)OCCCN4CCOCC4. Drug 2: CC1=CC=C(C=C1)C2=CC(=NN2C3=CC=C(C=C3)S(=O)(=O)N)C(F)(F)F. Cell line: SK-OV-3. Synergy scores: CSS=33.8, Synergy_ZIP=-9.32, Synergy_Bliss=-2.84, Synergy_Loewe=-15.8, Synergy_HSA=-2.03. (7) Drug 1: C1CCC(CC1)NC(=O)N(CCCl)N=O. Drug 2: CCCCC(=O)OCC(=O)C1(CC(C2=C(C1)C(=C3C(=C2O)C(=O)C4=C(C3=O)C=CC=C4OC)O)OC5CC(C(C(O5)C)O)NC(=O)C(F)(F)F)O. Cell line: IGROV1. Synergy scores: CSS=24.7, Synergy_ZIP=-5.40, Synergy_Bliss=-2.58, Synergy_Loewe=-1.23, Synergy_HSA=-1.36.